Predict the reactants needed to synthesize the given product. From a dataset of Full USPTO retrosynthesis dataset with 1.9M reactions from patents (1976-2016). (1) Given the product [C:11]1([C:9]2[C:8]([C:17]3[CH:24]=[CH:23][C:20]([CH:21]=[O:22])=[CH:19][CH:18]=3)=[N:7][C:6]3[N:5]([N:4]=[CH:3][C:2]=3[CH:31]=[CH2:32])[CH:10]=2)[CH:16]=[CH:15][CH:14]=[CH:13][CH:12]=1, predict the reactants needed to synthesize it. The reactants are: Br[C:2]1[CH:3]=[N:4][N:5]2[CH:10]=[C:9]([C:11]3[CH:16]=[CH:15][CH:14]=[CH:13][CH:12]=3)[C:8]([C:17]3[CH:24]=[CH:23][C:20]([CH:21]=[O:22])=[CH:19][CH:18]=3)=[N:7][C:6]=12.C([O-])([O-])=O.[K+].[K+].[CH2:31]1COC[CH2:32]1. (2) Given the product [CH2:1]([O:3][C:4]1[CH:9]=[CH:8][C:7]([C:10]2[CH:18]=[CH:17][CH:16]=[C:15]3[C:11]=2[CH2:12][CH2:13][C:14]3=[O:19])=[C:6]([O:20][CH2:30][C:31]([CH3:35])([CH3:34])[CH2:32][OH:33])[C:5]=1[O:21][CH3:22])[CH3:2], predict the reactants needed to synthesize it. The reactants are: [CH2:1]([O:3][C:4]1[CH:9]=[CH:8][C:7]([C:10]2[CH:18]=[CH:17][CH:16]=[C:15]3[C:11]=2[CH2:12][CH2:13][C:14]3=[O:19])=[C:6]([OH:20])[C:5]=1[O:21][CH3:22])[CH3:2].C(=O)([O-])[O-].[K+].[K+].Br[CH2:30][C:31]([CH3:35])([CH3:34])[CH2:32][OH:33]. (3) Given the product [F:32][C:30]1[CH:29]=[CH:28][N:27]=[C:26]([C:5]2[CH:6]=[C:7]([N:10]3[CH2:11][CH2:12][CH2:13][CH2:14][CH2:15]3)[CH:8]=[CH:9][C:4]=2[N+:1]([O-:3])=[O:2])[CH:31]=1, predict the reactants needed to synthesize it. The reactants are: [N+:1]([C:4]1[CH:9]=[CH:8][C:7]([N:10]2[CH2:15][CH2:14][CH2:13][CH2:12][CH2:11]2)=[CH:6][C:5]=1B1OC(C)(C)C(C)(C)O1)([O-:3])=[O:2].Cl[C:26]1[CH:31]=[C:30]([F:32])[CH:29]=[CH:28][N:27]=1.C1(P(C2CCCCC2)C2C=CC=CC=2C2C(OC)=CC=CC=2OC)CCCCC1. (4) Given the product [CH2:15]([NH:18][C:19]([O:14][CH:10]1[CH2:11][CH2:12][CH2:13][N:8]([CH2:1][C:2]2[CH:3]=[CH:4][CH:5]=[CH:6][CH:7]=2)[CH2:9]1)=[O:20])[CH:16]=[CH2:17], predict the reactants needed to synthesize it. The reactants are: [CH2:1]([N:8]1[CH2:13][CH2:12][CH2:11][C@@H:10]([OH:14])[CH2:9]1)[C:2]1[CH:7]=[CH:6][CH:5]=[CH:4][CH:3]=1.[CH2:15]([N:18]=[C:19]=[O:20])[CH:16]=[CH2:17]. (5) Given the product [C:1]([C:4]1[C:12]2[C:7](=[CH:8][C:9]([P:36](=[O:43])([O:40][CH2:41][CH3:42])[O:37][CH2:38][CH3:39])=[C:10]([F:13])[CH:11]=2)[N:6]([CH2:15][C:16]([N:18]2[CH2:22][C@H:21]([F:23])[CH2:20][C@H:19]2[C:24](=[O:25])[NH:26][CH2:27][C:28]2[CH:33]=[CH:32][CH:31]=[C:30]([Cl:34])[C:29]=2[F:35])=[O:17])[CH:5]=1)(=[O:3])[CH3:2], predict the reactants needed to synthesize it. The reactants are: [C:1]([C:4]1[C:12]2[C:7](=[CH:8][C:9](Br)=[C:10]([F:13])[CH:11]=2)[N:6]([CH2:15][C:16]([N:18]2[CH2:22][C@H:21]([F:23])[CH2:20][C@H:19]2[C:24]([NH:26][CH2:27][C:28]2[CH:33]=[CH:32][CH:31]=[C:30]([Cl:34])[C:29]=2[F:35])=[O:25])=[O:17])[CH:5]=1)(=[O:3])[CH3:2].[P:36]([O-:43])([O:40][CH2:41][CH3:42])[O:37][CH2:38][CH3:39]. (6) The reactants are: COC(=O)[C@@H](N(C(OCC1C=CC=CC=1)=O)CC=O)C.N[C@H](CO)CCC(N1CCC2(CC2)[C@H](O)C1)=O.[CH2:38]([O:45][C:46]([N:48]1[C@@H:53]([CH3:54])[C:52](=[O:55])[N:51]2[C@@H:56]([CH2:59][CH2:60][C:61]([N:63]3[CH2:70][CH2:69][C:66]4([CH2:68][CH2:67]4)[C@H:65]([OH:71])[CH2:64]3)=[O:62])[CH2:57][O:58][C@H:50]2[CH2:49]1)=[O:47])[C:39]1[CH:44]=[CH:43][CH:42]=[CH:41][CH:40]=1. Given the product [CH2:38]([O:45][C:46]([N:48]1[C@@H:53]([CH3:54])[C:52](=[O:55])[N:51]2[C@@H:56]([CH2:59][CH2:60][C:61]([N:63]3[CH2:70][CH2:69][C:66]4([CH2:67][CH2:68]4)[C@H:65]([OH:71])[CH2:64]3)=[O:62])[CH2:57][O:58][C@@H:50]2[CH2:49]1)=[O:47])[C:39]1[CH:44]=[CH:43][CH:42]=[CH:41][CH:40]=1, predict the reactants needed to synthesize it. (7) Given the product [CH3:10][N:11]([CH2:12][CH2:13][CH:14]1[CH2:15][CH2:16][N:17]([C:20]([O:22][CH2:23][C:24]2[CH:25]=[C:26]([Cl:31])[CH:27]=[C:28]([Cl:30])[CH:29]=2)=[O:21])[CH2:18][CH2:19]1)[C:7]([C:4]1[NH:3][C:2](=[O:1])[O:6][N:5]=1)=[O:9], predict the reactants needed to synthesize it. The reactants are: [O:1]=[C:2]1[O:6][N:5]=[C:4]([C:7]([OH:9])=O)[NH:3]1.[CH3:10][NH:11][CH2:12][CH2:13][CH:14]1[CH2:19][CH2:18][N:17]([C:20]([O:22][CH2:23][C:24]2[CH:29]=[C:28]([Cl:30])[CH:27]=[C:26]([Cl:31])[CH:25]=2)=[O:21])[CH2:16][CH2:15]1. (8) Given the product [CH3:7][C:8]1[S:9][C:10]2[CH:16]=[C:15]([CH2:17][OH:18])[CH:14]=[CH:13][C:11]=2[N:12]=1, predict the reactants needed to synthesize it. The reactants are: [H-].[H-].[H-].[H-].[Li+].[Al+3].[CH3:7][C:8]1[S:9][C:10]2[CH:16]=[C:15]([C:17](OCC)=[O:18])[CH:14]=[CH:13][C:11]=2[N:12]=1.O.[OH-].[Na+]. (9) Given the product [Br:14][C:2]1([N:17]([CH3:16])[CH3:21])[CH:7]=[CH:6][C:5]([C:8]2[CH:13]=[CH:12][CH:11]=[CH:10][CH:9]=2)=[CH:4][CH2:3]1, predict the reactants needed to synthesize it. The reactants are: N[C:2]1([Br:14])[CH:7]=[CH:6][C:5]([C:8]2[CH:13]=[CH:12][CH:11]=[CH:10][CH:9]=2)=[CH:4][CH2:3]1.[BH3-][C:16]#[N:17].[Na+].[OH-].[Na+].[CH3:21]C(O)=O. (10) Given the product [CH2:1]([O:8][C:9]1[CH:10]=[C:11]([C:18]2[C:22](=[O:23])[NH:21][C:20](=[O:24])[C:19]=2[C:25]2[C:33]3[C:28](=[CH:29][CH:30]=[CH:31][CH:32]=3)[N:27]([CH2:34][CH2:35][CH2:36][N:42]3[CH2:46][CH2:45][CH2:44][CH2:43]3)[CH:26]=2)[C:12]2[O:16][CH:15]=[CH:14][C:13]=2[CH:17]=1)[C:2]1[CH:3]=[CH:4][CH:5]=[CH:6][CH:7]=1, predict the reactants needed to synthesize it. The reactants are: [CH2:1]([O:8][C:9]1[CH:10]=[C:11]([C:18]2[C:22](=[O:23])[NH:21][C:20](=[O:24])[C:19]=2[C:25]2[C:33]3[C:28](=[CH:29][CH:30]=[CH:31][CH:32]=3)[N:27]([CH2:34][CH2:35][CH2:36]OS(C)(=O)=O)[CH:26]=2)[C:12]2[O:16][CH:15]=[CH:14][C:13]=2[CH:17]=1)[C:2]1[CH:7]=[CH:6][CH:5]=[CH:4][CH:3]=1.[NH:42]1[CH2:46][CH2:45][CH2:44][CH2:43]1.